From a dataset of Full USPTO retrosynthesis dataset with 1.9M reactions from patents (1976-2016). Predict the reactants needed to synthesize the given product. (1) Given the product [Br:1][C:2]1[CH:12]=[CH:11][C:5]2[S:6](=[O:10])(=[O:9])[CH2:7][CH2:8][C:4]=2[CH:3]=1, predict the reactants needed to synthesize it. The reactants are: [Br:1][C:2]1[CH:12]=[CH:11][C:5]2[S:6](=[O:10])(=[O:9])[CH:7]=[CH:8][C:4]=2[CH:3]=1.[BH4-].[Na+]. (2) The reactants are: [Cl:1][C:2]1[CH:7]=[CH:6][C:5]([C:8](=[N:11]O)[CH2:9][CH3:10])=[CH:4][CH:3]=1.Cl. Given the product [Cl:1][C:2]1[CH:3]=[CH:4][C:5]([CH:8]([NH2:11])[CH2:9][CH3:10])=[CH:6][CH:7]=1, predict the reactants needed to synthesize it. (3) Given the product [Br:15][CH2:8][C:6]1[C:5]([C:10]([F:13])([F:12])[F:11])=[N:4][N:3]([CH2:1][CH3:2])[CH:7]=1, predict the reactants needed to synthesize it. The reactants are: [CH2:1]([N:3]1[CH:7]=[C:6]([CH2:8]O)[C:5]([C:10]([F:13])([F:12])[F:11])=[N:4]1)[CH3:2].P(Br)(Br)[Br:15]. (4) Given the product [Cl:12][C:13]1[CH:14]=[N:15][CH:16]=[C:17]([Cl:20])[C:18]=1[N:8]1[CH2:7][CH2:6][CH:5]([C:3]([N:2]([CH3:11])[CH3:1])=[O:4])[CH2:10][CH2:9]1, predict the reactants needed to synthesize it. The reactants are: [CH3:1][N:2]([CH3:11])[C:3]([CH:5]1[CH2:10][CH2:9][NH:8][CH2:7][CH2:6]1)=[O:4].[Cl:12][C:13]1[CH:14]=[N:15][CH:16]=[C:17]([Cl:20])[C:18]=1Cl.C(N(CC)CC)C.